This data is from NCI-60 drug combinations with 297,098 pairs across 59 cell lines. The task is: Regression. Given two drug SMILES strings and cell line genomic features, predict the synergy score measuring deviation from expected non-interaction effect. (1) Drug 1: C1CN1P(=S)(N2CC2)N3CC3. Drug 2: CC12CCC3C(C1CCC2O)C(CC4=C3C=CC(=C4)O)CCCCCCCCCS(=O)CCCC(C(F)(F)F)(F)F. Cell line: HCT116. Synergy scores: CSS=24.8, Synergy_ZIP=-8.97, Synergy_Bliss=-10.2, Synergy_Loewe=-6.27, Synergy_HSA=-5.78. (2) Drug 1: CC1=C(N=C(N=C1N)C(CC(=O)N)NCC(C(=O)N)N)C(=O)NC(C(C2=CN=CN2)OC3C(C(C(C(O3)CO)O)O)OC4C(C(C(C(O4)CO)O)OC(=O)N)O)C(=O)NC(C)C(C(C)C(=O)NC(C(C)O)C(=O)NCCC5=NC(=CS5)C6=NC(=CS6)C(=O)NCCC[S+](C)C)O. Drug 2: C(CCl)NC(=O)N(CCCl)N=O. Cell line: SK-OV-3. Synergy scores: CSS=6.07, Synergy_ZIP=-2.14, Synergy_Bliss=1.35, Synergy_Loewe=-6.26, Synergy_HSA=-0.0469. (3) Drug 1: CS(=O)(=O)C1=CC(=C(C=C1)C(=O)NC2=CC(=C(C=C2)Cl)C3=CC=CC=N3)Cl. Drug 2: CC1C(C(CC(O1)OC2CC(CC3=C2C(=C4C(=C3O)C(=O)C5=C(C4=O)C(=CC=C5)OC)O)(C(=O)CO)O)N)O.Cl. Cell line: SK-MEL-28. Synergy scores: CSS=49.7, Synergy_ZIP=-0.687, Synergy_Bliss=0.116, Synergy_Loewe=-0.493, Synergy_HSA=2.39. (4) Drug 1: CCC1=C2CN3C(=CC4=C(C3=O)COC(=O)C4(CC)O)C2=NC5=C1C=C(C=C5)O. Drug 2: CS(=O)(=O)OCCCCOS(=O)(=O)C. Cell line: HOP-62. Synergy scores: CSS=35.9, Synergy_ZIP=1.19, Synergy_Bliss=-0.0961, Synergy_Loewe=-33.7, Synergy_HSA=-1.78. (5) Drug 1: C1CC(C1)(C(=O)O)C(=O)O.[NH2-].[NH2-].[Pt+2]. Drug 2: CCCCC(=O)OCC(=O)C1(CC(C2=C(C1)C(=C3C(=C2O)C(=O)C4=C(C3=O)C=CC=C4OC)O)OC5CC(C(C(O5)C)O)NC(=O)C(F)(F)F)O. Cell line: 786-0. Synergy scores: CSS=36.3, Synergy_ZIP=0.0171, Synergy_Bliss=1.06, Synergy_Loewe=-7.10, Synergy_HSA=0.892. (6) Drug 1: C1=CC(=CC=C1CCC2=CNC3=C2C(=O)NC(=N3)N)C(=O)NC(CCC(=O)O)C(=O)O. Drug 2: C1=NC(=NC(=O)N1C2C(C(C(O2)CO)O)O)N. Cell line: UACC-257. Synergy scores: CSS=-1.75, Synergy_ZIP=-1.62, Synergy_Bliss=0.848, Synergy_Loewe=-5.85, Synergy_HSA=-3.20.